Dataset: Reaction yield outcomes from USPTO patents with 853,638 reactions. Task: Predict the reaction yield, written as a fraction of the theoretical maximum amount of product (1.0 means a 100% yield; for example, 0.34 means a 34% yield). (1) The reactants are Cl[C:2]1[C:3]2[C:19]([CH3:20])=[CH:18][S:17][C:4]=2[N:5]=[C:6]([C:8]([C:10]2[CH:15]=[CH:14][C:13]([F:16])=[CH:12][CH:11]=2)=[O:9])[N:7]=1.[CH3:21][C:22]1[NH:26][N:25]=[C:24]([NH2:27])[CH:23]=1.CCN(C(C)C)C(C)C. The catalyst is O. The product is [F:16][C:13]1[CH:14]=[CH:15][C:10]([C:8]([C:6]2[N:7]=[C:2]([NH:27][C:24]3[CH:23]=[C:22]([CH3:21])[NH:26][N:25]=3)[C:3]3[C:19]([CH3:20])=[CH:18][S:17][C:4]=3[N:5]=2)=[O:9])=[CH:11][CH:12]=1. The yield is 0.940. (2) The reactants are [CH3:1][CH:2]([CH2:4][CH2:5][CH2:6][C@H:7]([C@@H:9]1[C@:26]2([CH3:27])[C@H:12]([C@H:13]3[C@H:23]([CH2:24][CH2:25]2)[C@:21]2([CH3:22])[C:16]([CH2:17][C@@H:18]([O:28][CH2:29][C:30](O)=[O:31])[CH2:19][CH2:20]2)=[CH:15][CH2:14]3)[CH2:11][CH2:10]1)[CH3:8])[CH3:3].[NH2:33][CH2:34][CH2:35][O:36][CH2:37][CH2:38][O:39][CH2:40][CH2:41][O:42][CH2:43][CH2:44][O:45][CH2:46][CH2:47][C:48]([OH:50])=O. No catalyst specified. The product is [CH3:3][CH:2]([CH2:4][CH2:5][CH2:6][C@H:7]([C@@H:9]1[C@:26]2([CH3:27])[C@H:12]([C@H:13]3[C@H:23]([CH2:24][CH2:25]2)[C@:21]2([CH3:22])[C:16]([CH2:17][C@@H:18]([O:28][CH2:29][C:30]([CH:48]([OH:50])[CH2:47][CH2:46][O:45][CH2:44][CH2:43][O:42][CH2:41][CH2:40][O:39][CH2:38][CH2:37][O:36][CH2:35][CH2:34][NH2:33])=[O:31])[CH2:19][CH2:20]2)=[CH:15][CH2:14]3)[CH2:11][CH2:10]1)[CH3:8])[CH3:1]. The yield is 0.840. (3) The catalyst is [Br-].C([P+](C1C=CC=CC=1)(C1C=CC=CC=1)C1C=CC=CC=1)C.C1CCCCC1. The reactants are [CH3:1][C:2](C)([O-])C.[K+].[CH3:7][C:8]1([CH3:22])[CH2:13][CH2:12][C:11](=O)[CH:10]2[C:15]([CH3:21])([CH3:20])[CH:16]3[CH2:19][C:9]12[CH2:18][CH2:17]3. The product is [CH:1](=[C:11]1[CH:10]2[C:15]([CH3:20])([CH3:21])[CH:16]3[CH2:19][C:9]2([CH2:18][CH2:17]3)[C:8]([CH3:22])([CH3:7])[CH2:13][CH2:12]1)[CH3:2]. The yield is 0.620. (4) The reactants are [CH3:1][C:2]1([CH3:11])[O:6][C@@H:5]([C:7]([O:9]C)=[O:8])[CH2:4][O:3]1.[OH-].[K+:13]. The catalyst is CO.CCOCC. The product is [K+:13].[CH3:1][C:2]1([CH3:11])[O:6][C@@H:5]([C:7]([O-:9])=[O:8])[CH2:4][O:3]1. The yield is 0.940. (5) The reactants are [N:1]1([C:10](=[O:12])[CH3:11])[C:9]2[C:4](=[CH:5][CH:6]=[CH:7][CH:8]=2)[CH2:3][CH2:2]1.[Br:13]Br. The catalyst is C(O)(=O)C. The product is [Br:13][C:6]1[CH:5]=[C:4]2[C:9](=[CH:8][CH:7]=1)[N:1]([C:10](=[O:12])[CH3:11])[CH2:2][CH2:3]2. The yield is 0.960. (6) The reactants are [N+]([C:4]1[CH:11]=[CH:10][CH:9]=[C:8]([N+:12]([O-:14])=[O:13])[C:5]=1[C:6]#[N:7])([O-])=O.[O:15]1[CH:19]=[CH:18][C:17]([CH2:20][OH:21])=[CH:16]1. No catalyst specified. The product is [N+:12]([C:8]1[CH:9]=[CH:10][CH:11]=[C:4]([O:21][CH2:20][C:17]2[CH:18]=[CH:19][O:15][CH:16]=2)[C:5]=1[C:6]#[N:7])([O-:14])=[O:13]. The yield is 1.00. (7) The reactants are C(O[C:4](=[O:9])[C:5]([F:8])([F:7])[F:6])C.[NH2:10][CH2:11][CH2:12][NH:13][CH2:14][CH2:15][NH2:16]. The catalyst is C1COCC1. The product is [NH:13]([CH2:14][CH2:15][NH:16][C:4](=[O:9])[C:5]([F:6])([F:7])[F:8])[CH2:12][CH2:11][NH:10][C:4](=[O:9])[C:5]([F:8])([F:7])[F:6]. The yield is 0.890.